Predict which catalyst facilitates the given reaction. From a dataset of Catalyst prediction with 721,799 reactions and 888 catalyst types from USPTO. (1) Reactant: [CH2:1]([N:5]1[C:14]2[C:9](=[CH:10][CH:11]=[C:12]([C:15]([O:17]C)=[O:16])[CH:13]=2)[N:8]([S:19]([CH3:22])(=[O:21])=[O:20])[CH2:7][CH2:6]1)[CH2:2][CH2:3][CH3:4].[OH-].[K+]. Product: [CH2:1]([N:5]1[C:14]2[C:9](=[CH:10][CH:11]=[C:12]([C:15]([OH:17])=[O:16])[CH:13]=2)[N:8]([S:19]([CH3:22])(=[O:20])=[O:21])[CH2:7][CH2:6]1)[CH2:2][CH2:3][CH3:4]. The catalyst class is: 5. (2) Reactant: [F:1][C:2]([F:18])([F:17])[C:3]1[CH:8]=[CH:7][C:6]([C:9]2([C:15]#[N:16])[CH2:14][CH2:13][O:12][CH2:11][CH2:10]2)=[CH:5][CH:4]=1.[H-].[Al+3].[Li+].[H-].[H-].[H-].CO.S([O-])([O-])(=O)=O.[Mg+2]. Product: [F:17][C:2]([F:1])([F:18])[C:3]1[CH:4]=[CH:5][C:6]([C:9]2([CH2:15][NH2:16])[CH2:10][CH2:11][O:12][CH2:13][CH2:14]2)=[CH:7][CH:8]=1. The catalyst class is: 1. (3) Reactant: [I:1][C:2]1[C:3]([C:7]([F:10])([F:9])[F:8])=[N:4][NH:5][CH:6]=1.C(=O)([O-])[O-].[K+].[K+].F[C:18]1[CH:28]=[CH:27][C:21]([C:22]([O:24][CH2:25][CH3:26])=[O:23])=[C:20]([C:29]([F:32])([F:31])[F:30])[CH:19]=1. Product: [I:1][C:2]1[C:3]([C:7]([F:10])([F:9])[F:8])=[N:4][N:5]([C:18]2[CH:28]=[CH:27][C:21]([C:22]([O:24][CH2:25][CH3:26])=[O:23])=[C:20]([C:29]([F:30])([F:32])[F:31])[CH:19]=2)[CH:6]=1. The catalyst class is: 39. (4) Reactant: [Cl:1][C:2]1[CH:28]=[CH:27][C:5]([CH2:6][N:7]2[C:12](=[O:13])[C:11]([O:14][CH3:15])=[N:10][N:9]([C:16]3[CH:17]=[C:18]([NH:22]C(=O)C)[CH:19]=[CH:20][CH:21]=3)[C:8]2=[O:26])=[CH:4][CH:3]=1.Cl. Product: [NH2:22][C:18]1[CH:17]=[C:16]([N:9]2[C:8](=[O:26])[N:7]([CH2:6][C:5]3[CH:27]=[CH:28][C:2]([Cl:1])=[CH:3][CH:4]=3)[C:12](=[O:13])[C:11]([O:14][CH3:15])=[N:10]2)[CH:21]=[CH:20][CH:19]=1. The catalyst class is: 1. (5) Reactant: [Cl:1][C:2]1[CH:7]=[C:6]([OH:8])[CH:5]=[CH:4][C:3]=1[N:9]1[CH2:14][CH2:13][N:12]([C:15]([O:17][C:18]([CH3:21])([CH3:20])[CH3:19])=[O:16])[CH2:11][CH2:10]1.[H-].[Na+].Cl[C:25]1[N:26]([CH2:33][C@:34]2([CH3:37])[CH2:36][O:35]2)[CH:27]=[C:28]([N+:30]([O-:32])=[O:31])[N:29]=1. Product: [Cl:1][C:2]1[CH:7]=[C:6]([O:8][CH2:36][C@:34]2([CH3:37])[O:35][C:25]3=[N:29][C:28]([N+:30]([O-:32])=[O:31])=[CH:27][N:26]3[CH2:33]2)[CH:5]=[CH:4][C:3]=1[N:9]1[CH2:14][CH2:13][N:12]([C:15]([O:17][C:18]([CH3:21])([CH3:20])[CH3:19])=[O:16])[CH2:11][CH2:10]1. The catalyst class is: 3. (6) The catalyst class is: 15. Product: [C:4]([C:3]1[CH:6]=[C:7]([CH:10]2[C:14]([C:15]#[N:16])=[C:13]([CH3:17])[NH:12][C:2]([CH3:9])=[C:3]2[C:4]#[N:5])[CH:8]=[CH:9][C:2]=1[F:1])#[N:5]. Reactant: [F:1][C:2]1[CH:9]=[CH:8][C:7]([CH:10]=O)=[CH:6][C:3]=1[C:4]#[N:5].[NH2:12]/[C:13](/[CH3:17])=[CH:14]\[C:15]#[N:16]. (7) Reactant: [CH2:1]([N:8]1[CH2:12][CH2:11][C@H:10]([OH:13])[CH2:9]1)[C:2]1[CH:7]=[CH:6][CH:5]=[CH:4][CH:3]=1.[H-].[Na+].[Br:16][C:17]1[CH:18]=[N:19][CH:20]=[C:21](Br)[CH:22]=1. Product: [CH2:1]([N:8]1[CH2:12][CH2:11][C@H:10]([O:13][C:21]2[CH:20]=[N:19][CH:18]=[C:17]([Br:16])[CH:22]=2)[CH2:9]1)[C:2]1[CH:3]=[CH:4][CH:5]=[CH:6][CH:7]=1. The catalyst class is: 3. (8) The catalyst class is: 2. Product: [C:18]([NH:17][C:13]1[CH:12]=[C:11]([C:10]#[C:9][C:3]2[C:2]([NH:1][C:30](=[O:31])[C:29]([F:40])([F:39])[F:28])=[CH:7][C:6]([Br:8])=[CH:5][N:4]=2)[CH:16]=[CH:15][N:14]=1)(=[O:20])[CH3:19]. Reactant: [NH2:1][C:2]1[C:3]([C:9]#[C:10][C:11]2[CH:16]=[CH:15][N:14]=[C:13]([NH:17][C:18](=[O:20])[CH3:19])[CH:12]=2)=[N:4][CH:5]=[C:6]([Br:8])[CH:7]=1.CCN(CC)CC.[F:28][C:29]([F:40])([F:39])[C:30](O[C:30](=[O:31])[C:29]([F:40])([F:39])[F:28])=[O:31].P([O-])([O-])([O-])=O.